Task: Regression. Given a peptide amino acid sequence and an MHC pseudo amino acid sequence, predict their binding affinity value. This is MHC class II binding data.. Dataset: Peptide-MHC class II binding affinity with 134,281 pairs from IEDB (1) The peptide sequence is APTGATTAAAGGYKV. The MHC is DRB1_1302 with pseudo-sequence DRB1_1302. The binding affinity (normalized) is 0. (2) The peptide sequence is NQEILELAQSETCSP. The MHC is DRB3_0101 with pseudo-sequence DRB3_0101. The binding affinity (normalized) is 0.0229. (3) The peptide sequence is LVGPTPVNIIGRDLLTQIGC. The MHC is DRB1_0101 with pseudo-sequence DRB1_0101. The binding affinity (normalized) is 0.330. (4) The peptide sequence is QVAKAGLKTNDRKWC. The MHC is DRB3_0301 with pseudo-sequence DRB3_0301. The binding affinity (normalized) is 0.566. (5) The peptide sequence is ILEPTAAAIAYGLDR. The MHC is HLA-DQA10501-DQB10301 with pseudo-sequence HLA-DQA10501-DQB10301. The binding affinity (normalized) is 0.641. (6) The peptide sequence is WFILDGDNLFPKV. The MHC is HLA-DQA10501-DQB10201 with pseudo-sequence HLA-DQA10501-DQB10201. The binding affinity (normalized) is 0.705. (7) The peptide sequence is MGAVTTEVAFGLVCA. The MHC is DRB1_0401 with pseudo-sequence DRB1_0401. The binding affinity (normalized) is 0.188. (8) The binding affinity (normalized) is 0.00962. The MHC is DRB5_0101 with pseudo-sequence DRB5_0101. The peptide sequence is KSSYGTGTGKDAITS.